From a dataset of NCI-60 drug combinations with 297,098 pairs across 59 cell lines. Regression. Given two drug SMILES strings and cell line genomic features, predict the synergy score measuring deviation from expected non-interaction effect. (1) Drug 1: CC1=C2C(C(=O)C3(C(CC4C(C3C(C(C2(C)C)(CC1OC(=O)C(C(C5=CC=CC=C5)NC(=O)OC(C)(C)C)O)O)OC(=O)C6=CC=CC=C6)(CO4)OC(=O)C)OC)C)OC. Drug 2: CC1=C(C=C(C=C1)NC(=O)C2=CC=C(C=C2)CN3CCN(CC3)C)NC4=NC=CC(=N4)C5=CN=CC=C5. Cell line: HS 578T. Synergy scores: CSS=49.7, Synergy_ZIP=2.06, Synergy_Bliss=0.258, Synergy_Loewe=-32.3, Synergy_HSA=0.969. (2) Drug 1: CCCS(=O)(=O)NC1=C(C(=C(C=C1)F)C(=O)C2=CNC3=C2C=C(C=N3)C4=CC=C(C=C4)Cl)F. Drug 2: CC12CCC3C(C1CCC2=O)CC(=C)C4=CC(=O)C=CC34C. Cell line: A549. Synergy scores: CSS=28.3, Synergy_ZIP=2.52, Synergy_Bliss=-0.196, Synergy_Loewe=-2.52, Synergy_HSA=-1.05. (3) Drug 1: CC1=C(C=C(C=C1)C(=O)NC2=CC(=CC(=C2)C(F)(F)F)N3C=C(N=C3)C)NC4=NC=CC(=N4)C5=CN=CC=C5. Drug 2: CN(C(=O)NC(C=O)C(C(C(CO)O)O)O)N=O. Cell line: NCI-H460. Synergy scores: CSS=-2.08, Synergy_ZIP=-0.209, Synergy_Bliss=-4.52, Synergy_Loewe=-1.67, Synergy_HSA=-7.36. (4) Drug 1: CC1C(C(CC(O1)OC2CC(CC3=C2C(=C4C(=C3O)C(=O)C5=C(C4=O)C(=CC=C5)OC)O)(C(=O)CO)O)N)O.Cl. Drug 2: C1CC(=O)NC(=O)C1N2C(=O)C3=CC=CC=C3C2=O. Cell line: OVCAR-4. Synergy scores: CSS=-2.34, Synergy_ZIP=-0.0796, Synergy_Bliss=-2.49, Synergy_Loewe=-4.23, Synergy_HSA=-3.34. (5) Drug 1: CCC1=C2CN3C(=CC4=C(C3=O)COC(=O)C4(CC)O)C2=NC5=C1C=C(C=C5)O. Drug 2: C#CCC(CC1=CN=C2C(=N1)C(=NC(=N2)N)N)C3=CC=C(C=C3)C(=O)NC(CCC(=O)O)C(=O)O. Cell line: HL-60(TB). Synergy scores: CSS=76.4, Synergy_ZIP=3.57, Synergy_Bliss=-0.100, Synergy_Loewe=-0.695, Synergy_HSA=0.989. (6) Drug 1: CCC1(CC2CC(C3=C(CCN(C2)C1)C4=CC=CC=C4N3)(C5=C(C=C6C(=C5)C78CCN9C7C(C=CC9)(C(C(C8N6C=O)(C(=O)OC)O)OC(=O)C)CC)OC)C(=O)OC)O.OS(=O)(=O)O. Drug 2: CC1=C(C=C(C=C1)NC(=O)C2=CC=C(C=C2)CN3CCN(CC3)C)NC4=NC=CC(=N4)C5=CN=CC=C5. Cell line: SN12C. Synergy scores: CSS=5.55, Synergy_ZIP=-4.21, Synergy_Bliss=-3.22, Synergy_Loewe=-2.63, Synergy_HSA=-0.404. (7) Drug 1: CS(=O)(=O)C1=CC(=C(C=C1)C(=O)NC2=CC(=C(C=C2)Cl)C3=CC=CC=N3)Cl. Drug 2: CCN(CC)CCCC(C)NC1=C2C=C(C=CC2=NC3=C1C=CC(=C3)Cl)OC. Cell line: NCI-H322M. Synergy scores: CSS=37.3, Synergy_ZIP=2.79, Synergy_Bliss=11.1, Synergy_Loewe=6.22, Synergy_HSA=11.1.